Predict the reaction yield, written as a fraction of the theoretical maximum amount of product (1.0 means a 100% yield; for example, 0.34 means a 34% yield). From a dataset of Reaction yield outcomes from USPTO patents with 853,638 reactions. (1) The reactants are [CH2:1]([N:8]1[C:13](=[O:14])[CH:12]=[CH:11][C:10]([C:15]([F:22])([F:21])[C:16]([O:18]CC)=[O:17])=[CH:9]1)[C:2]1[CH:7]=[CH:6][CH:5]=[CH:4][CH:3]=1.CO.O.O.[OH-].[Li+]. The yield is 0.960. The product is [CH2:1]([N:8]1[C:13](=[O:14])[CH:12]=[CH:11][C:10]([C:15]([F:22])([F:21])[C:16]([OH:18])=[O:17])=[CH:9]1)[C:2]1[CH:3]=[CH:4][CH:5]=[CH:6][CH:7]=1. The catalyst is O1CCCC1. (2) The reactants are [OH:1][C:2]1[CH:7]=[CH:6][CH:5]=[CH:4][C:3]=1[NH:8][C:9](=[O:16])[C:10]1[CH:15]=[CH:14][CH:13]=[CH:12][CH:11]=1.Cl[CH2:18][C:19]1([CH3:22])[CH2:21][O:20]1. The catalyst is [Cl-].C([N+](CC)(CC)CC)C1C=CC=CC=1.O. The product is [CH3:18][C:19]1([CH2:22][O:1][C:2]2[CH:7]=[CH:6][CH:5]=[CH:4][C:3]=2[NH:8][C:9](=[O:16])[C:10]2[CH:15]=[CH:14][CH:13]=[CH:12][CH:11]=2)[CH2:21][O:20]1. The yield is 0.620.